Predict the reaction yield, written as a fraction of the theoretical maximum amount of product (1.0 means a 100% yield; for example, 0.34 means a 34% yield). From a dataset of Reaction yield outcomes from USPTO patents with 853,638 reactions. The reactants are C[Si]([N:5]=[N+:6]=[N-:7])(C)C.C([Sn](=O)CCCC)CCC.[CH2:18]([C:22]1[N:23]=[C:24]([CH3:52])[N:25]([C:44]2[N:49]=[CH:48][C:47]([O:50][CH3:51])=[CH:46][N:45]=2)[C:26](=[O:43])[C:27]=1[CH2:28][C:29]1[CH:30]=[CH:31][C:32]([C:35]2[CH:42]=[CH:41][CH:40]=[CH:39][C:36]=2[C:37]#[N:38])=[N:33][CH:34]=1)[CH2:19][CH2:20][CH3:21]. The catalyst is C1(C)C=CC=CC=1. The product is [NH:5]1[C:37]([C:36]2[CH:39]=[CH:40][CH:41]=[CH:42][C:35]=2[C:32]2[N:33]=[CH:34][C:29]([CH2:28][C:27]3[C:26](=[O:43])[N:25]([C:44]4[N:45]=[CH:46][C:47]([O:50][CH3:51])=[CH:48][N:49]=4)[C:24]([CH3:52])=[N:23][C:22]=3[CH2:18][CH2:19][CH2:20][CH3:21])=[CH:30][CH:31]=2)=[N:38][N:7]=[N:6]1. The yield is 0.800.